From a dataset of Cav3 T-type calcium channel HTS with 100,875 compounds. Binary Classification. Given a drug SMILES string, predict its activity (active/inactive) in a high-throughput screening assay against a specified biological target. (1) The compound is O=C(N\C(=C\c1occc1)C(O)=O)c1c2c(ccc1)cccc2. The result is 0 (inactive). (2) The molecule is S(Cc1cc2OCOc2cc1)c1sc(nn1)N. The result is 0 (inactive). (3) The molecule is O(c1cc(CNC2CC(CC2)C)cc(OC)c1)C. The result is 0 (inactive). (4) The molecule is O=C1N(C(=O)C2C1C1CC2C=C1)Cc1cccnc1. The result is 0 (inactive).